From a dataset of Catalyst prediction with 721,799 reactions and 888 catalyst types from USPTO. Predict which catalyst facilitates the given reaction. (1) Reactant: [CH:1]([C:4]1[CH:9]=[CH:8][CH:7]=[C:6]([CH:10]([CH3:12])[CH3:11])[C:5]=1[N:13]=[C:14]=[N:15][C:16]1[C:21]([CH:22]([CH3:24])[CH3:23])=[CH:20][CH:19]=[CH:18][C:17]=1[CH:25]([CH3:27])[CH3:26])([CH3:3])[CH3:2].[CH2:28]([N:30]([CH2:32][CH3:33])[OH:31])[CH3:29].[OH-].[Na+]. Product: [CH:22]([C:21]1[CH:20]=[CH:19][CH:18]=[C:17]([CH:25]([CH3:27])[CH3:26])[C:16]=1[NH:15][C:14](=[N:13][C:5]1[C:6]([CH:10]([CH3:12])[CH3:11])=[CH:7][CH:8]=[CH:9][C:4]=1[CH:1]([CH3:3])[CH3:2])[O:31][N:30]([CH2:32][CH3:33])[CH2:28][CH3:29])([CH3:24])[CH3:23]. The catalyst class is: 1. (2) Reactant: [NH2:1][C@@H:2]1[C:11]2[C:6](=[CH:7][CH:8]=[CH:9][CH:10]=2)[C@H:5]([OH:12])[CH2:4][CH2:3]1.[H-].[Na+].F[C:16]1[CH:17]=[CH:18][C:19]2[N:20]([C:22]([C@H:25]3[CH2:30][CH2:29][CH2:28][N:27]([CH3:31])[CH2:26]3)=[N:23][N:24]=2)[CH:21]=1. Product: [CH3:31][N:27]1[CH2:28][CH2:29][CH2:30][C@H:25]([C:22]2[N:20]3[CH:21]=[C:16]([O:12][C@H:5]4[C:6]5[C:11](=[CH:10][CH:9]=[CH:8][CH:7]=5)[C@@H:2]([NH2:1])[CH2:3][CH2:4]4)[CH:17]=[CH:18][C:19]3=[N:24][N:23]=2)[CH2:26]1. The catalyst class is: 3. (3) Reactant: CS(O[CH2:6][CH2:7][O:8][C:9]1[CH:14]=[CH:13][C:12]([CH:15]2[CH2:20][CH2:19][N:18]([C:21]([O:23][C:24]([CH3:27])([CH3:26])[CH3:25])=[O:22])[CH2:17][CH:16]2[O:28][CH2:29][C:30]2[CH:39]=[CH:38][C:37]3[C:32](=[CH:33][CH:34]=[CH:35][CH:36]=3)[CH:31]=2)=[CH:11][CH:10]=1)(=O)=O.[Na].[NH:41]1[CH:45]=[N:44][CH:43]=[N:42]1. Product: [CH:31]1[C:32]2[C:37](=[CH:36][CH:35]=[CH:34][CH:33]=2)[CH:38]=[CH:39][C:30]=1[CH2:29][O:28][CH:16]1[CH:15]([C:12]2[CH:13]=[CH:14][C:9]([O:8][CH2:7][CH2:6][N:41]3[CH:45]=[N:44][CH:43]=[N:42]3)=[CH:10][CH:11]=2)[CH2:20][CH2:19][N:18]([C:21]([O:23][C:24]([CH3:25])([CH3:26])[CH3:27])=[O:22])[CH2:17]1. The catalyst class is: 9.